This data is from Catalyst prediction with 721,799 reactions and 888 catalyst types from USPTO. The task is: Predict which catalyst facilitates the given reaction. Reactant: N(C(OC(C)C)=O)=NC(OC(C)C)=O.C1(P(C2C=CC=CC=2)C2C=CC=CC=2)C=CC=CC=1.[C:34]1(=[O:44])[NH:38][C:37](=[O:39])[C:36]2=[CH:40][CH:41]=[CH:42][CH:43]=[C:35]12.[C:45]1([C@@H:51]2[CH2:55][CH2:54][CH2:53][C@H:52]2O)[CH:50]=[CH:49][CH:48]=[CH:47][CH:46]=1. Product: [C:45]1([C@H:51]2[CH2:55][CH2:54][CH2:53][C@H:52]2[N:38]2[C:34](=[O:44])[C:35]3[C:36](=[CH:40][CH:41]=[CH:42][CH:43]=3)[C:37]2=[O:39])[CH:50]=[CH:49][CH:48]=[CH:47][CH:46]=1. The catalyst class is: 1.